This data is from Forward reaction prediction with 1.9M reactions from USPTO patents (1976-2016). The task is: Predict the product of the given reaction. (1) Given the reactants [C:1]1([NH:7][C:8](=[O:21])[NH:9][C:10]2[CH:20]=[CH:19][C:13]([C:14]([O:16]CC)=O)=[CH:12][CH:11]=2)[CH:6]=[CH:5][CH:4]=[CH:3][CH:2]=1.FC(F)(F)C(O)=O.FC(F)(F)C(O)=O.[N:36]1([CH2:42][C:43]2[CH:44]=[C:45]([CH:50]=[CH:51][CH:52]=2)[C:46]([O:48][CH3:49])=[O:47])[CH2:41][CH2:40][NH:39][CH2:38][CH2:37]1.C(N(C(C)C)C(C)C)C.N1(O)C2C=CC=CC=2N=N1.Cl.C(N=C=NCCCN(C)C)C, predict the reaction product. The product is: [C:1]1([NH:7][C:8](=[O:21])[NH:9][C:10]2[CH:11]=[CH:12][C:13]([C:14]([N:39]3[CH2:38][CH2:37][N:36]([CH2:42][C:43]4[CH:44]=[C:45]([CH:50]=[CH:51][CH:52]=4)[C:46]([O:48][CH3:49])=[O:47])[CH2:41][CH2:40]3)=[O:16])=[CH:19][CH:20]=2)[CH:2]=[CH:3][CH:4]=[CH:5][CH:6]=1. (2) Given the reactants C(OC(=O)[NH:7][C:8]1[CH:13]=[C:12]([CH3:14])[C:11]([C:15]([F:18])([F:17])[F:16])=[CH:10][C:9]=1[NH2:19])(C)(C)C.C(O[C:26](=[O:48])[CH2:27][C:28]([C:30]1[CH:35]=[CH:34][CH:33]=[C:32]([C:36]2[CH:41]=[C:40]([CH3:42])[N:39]=[C:38]([NH:43][CH2:44][CH2:45][O:46][CH3:47])[N:37]=2)[CH:31]=1)=O)(C)(C)C, predict the reaction product. The product is: [CH3:47][O:46][CH2:45][CH2:44][NH:43][C:38]1[N:37]=[C:36]([C:32]2[CH:31]=[C:30]([C:28]3[CH2:27][C:26](=[O:48])[NH:19][C:9]4[CH:10]=[C:11]([C:15]([F:16])([F:17])[F:18])[C:12]([CH3:14])=[CH:13][C:8]=4[N:7]=3)[CH:35]=[CH:34][CH:33]=2)[CH:41]=[C:40]([CH3:42])[N:39]=1.